Regression. Given a peptide amino acid sequence and an MHC pseudo amino acid sequence, predict their binding affinity value. This is MHC class I binding data. From a dataset of Peptide-MHC class I binding affinity with 185,985 pairs from IEDB/IMGT. (1) The MHC is HLA-A02:12 with pseudo-sequence HLA-A02:12. The peptide sequence is HSGFIYFGK. The binding affinity (normalized) is 0.0847. (2) The peptide sequence is LLLLVVMMCC. The MHC is HLA-A02:01 with pseudo-sequence HLA-A02:01. The binding affinity (normalized) is 0.196. (3) The peptide sequence is SVKYYGRST. The MHC is HLA-A02:06 with pseudo-sequence HLA-A02:06. The binding affinity (normalized) is 0.0872. (4) The peptide sequence is AMAETGCDA. The MHC is HLA-A30:01 with pseudo-sequence HLA-A30:01. The binding affinity (normalized) is 0.0847. (5) The peptide sequence is GQGGSPTAM. The MHC is HLA-A33:01 with pseudo-sequence HLA-A33:01. The binding affinity (normalized) is 0. (6) The peptide sequence is EVFEIIRSY. The MHC is HLA-B38:01 with pseudo-sequence HLA-B38:01. The binding affinity (normalized) is 0.0847. (7) The peptide sequence is QLSLRMLSL. The MHC is HLA-B39:01 with pseudo-sequence HLA-B39:01. The binding affinity (normalized) is 0.0847.